The task is: Predict the product of the given reaction.. This data is from Forward reaction prediction with 1.9M reactions from USPTO patents (1976-2016). (1) Given the reactants [OH:1][CH2:2][C:3]([CH2:8][OH:9])([CH2:6][OH:7])[CH2:4][OH:5].CN(C)C=O.CO[C:17](OC)([CH3:19])[CH3:18].O.C1(C)C=CC(S(O)(=O)=O)=CC=1, predict the reaction product. The product is: [CH3:18][C:17]1([CH3:19])[O:5][CH2:4][C:3]([CH2:8][OH:9])([CH2:6][OH:7])[CH2:2][O:1]1. (2) Given the reactants [CH2:1]([CH:5]([CH2:8][OH:9])[CH2:6][OH:7])[CH2:2][CH:3]=[CH2:4].[Cl:10][C:11]1[CH:16]=[CH:15][C:14](O)=[CH:13][CH:12]=1, predict the reaction product. The product is: [Cl:10][C:11]1[CH:16]=[CH:15][C:14]([O:7][CH2:6][CH:5]([CH2:1][CH2:2][CH:3]=[CH2:4])[CH2:8][OH:9])=[CH:13][CH:12]=1. (3) Given the reactants Cl[C:2]([O:4][CH2:5][C:6]1[CH:11]=[CH:10][CH:9]=[CH:8][CH:7]=1)=[O:3].Cl.[N+:13]([C:16]1[CH:21]=[CH:20][C:19]([N:22]2[CH2:27][CH2:26][NH:25][CH2:24][CH2:23]2)=[CH:18][CH:17]=1)([O-:15])=[O:14].CCN(CC)CC.C(Cl)Cl, predict the reaction product. The product is: [N+:13]([C:16]1[CH:17]=[CH:18][C:19]([N:22]2[CH2:27][CH2:26][N:25]([C:2]([O:4][CH2:5][C:6]3[CH:11]=[CH:10][CH:9]=[CH:8][CH:7]=3)=[O:3])[CH2:24][CH2:23]2)=[CH:20][CH:21]=1)([O-:15])=[O:14].